From a dataset of Reaction yield outcomes from USPTO patents with 853,638 reactions. Predict the reaction yield, written as a fraction of the theoretical maximum amount of product (1.0 means a 100% yield; for example, 0.34 means a 34% yield). (1) The reactants are [Cl:1][C:2]1[CH:3]=[C:4]([CH:7]=[C:8]([OH:11])[C:9]=1[OH:10])[CH:5]=[O:6].[C:12]([O-])([O-])=O.[Cs+].[Cs+].O. The catalyst is CN(C=O)C. The product is [Cl:1][C:2]1[C:9]2[O:10][CH2:12][O:11][C:8]=2[CH:7]=[C:4]([CH:5]=[O:6])[CH:3]=1. The yield is 0.700. (2) The reactants are Br[C:2]1[CH:7]=[CH:6][CH:5]=[CH:4][N:3]=1.[CH2:8]([C:12]1[O:13][C:14]2[C:15](=[C:17]([OH:21])[CH:18]=[CH:19][CH:20]=2)[N:16]=1)[CH2:9][C:10]#[CH:11]. No catalyst specified. The product is [N:3]1[CH:4]=[CH:5][CH:6]=[CH:7][C:2]=1[C:11]#[C:10][CH2:9][CH2:8][C:12]1[O:13][C:14]2[C:15](=[C:17]([OH:21])[CH:18]=[CH:19][CH:20]=2)[N:16]=1. The yield is 0.0700. (3) The reactants are [CH:1]([OH:4])([CH3:3])[CH3:2].[H-].[Na+].[CH2:7]([N:14]1[CH2:20][C:19]2[N:21]=[CH:22][C:23](Cl)=[N:24][C:18]=2[O:17][CH2:16][CH2:15]1)[C:8]1[CH:13]=[CH:12][CH:11]=[CH:10][CH:9]=1.C1C=CC(P(C2C(C3C(P(C4C=CC=CC=4)C4C=CC=CC=4)=CC=C4C=3C=CC=C4)=C3C(C=CC=C3)=CC=2)C2C=CC=CC=2)=CC=1. The catalyst is C1(C)C=CC=CC=1.C1C=CC(/C=C/C(/C=C/C2C=CC=CC=2)=O)=CC=1.C1C=CC(/C=C/C(/C=C/C2C=CC=CC=2)=O)=CC=1.C1C=CC(/C=C/C(/C=C/C2C=CC=CC=2)=O)=CC=1.[Pd].[Pd].O. The product is [CH2:7]([N:14]1[CH2:20][C:19]2[N:21]=[CH:22][C:23]([O:4][CH:1]([CH3:3])[CH3:2])=[N:24][C:18]=2[O:17][CH2:16][CH2:15]1)[C:8]1[CH:9]=[CH:10][CH:11]=[CH:12][CH:13]=1. The yield is 0.420. (4) The reactants are Br[C:2]1[CH:7]=[CH:6][C:5]([CH:8]([OH:13])[C:9]([F:12])([F:11])[F:10])=[CH:4][CH:3]=1.[C:14]1([CH3:23])[CH:19]=[CH:18][CH:17]=[C:16](B(O)O)[CH:15]=1.C([O-])([O-])=O.[Na+].[Na+].C(C#N)(C)=O. The catalyst is Cl[Pd](Cl)([P](C1C=CC=CC=1)(C1C=CC=CC=1)C1C=CC=CC=1)[P](C1C=CC=CC=1)(C1C=CC=CC=1)C1C=CC=CC=1.C(Cl)Cl.O. The product is [F:10][C:9]([F:12])([F:11])[CH:8]([C:5]1[CH:6]=[CH:7][CH:2]=[CH:3][C:4]=1[C:16]1[CH:17]=[CH:18][CH:19]=[C:14]([CH3:23])[CH:15]=1)[OH:13]. The yield is 0.790. (5) The reactants are N[C:2]1[CH:3]=[CH:4][C:5]([Cl:8])=[N:6][CH:7]=1.N([O-])=O.[Na+].[S:13](=[O:15])=[O:14].[ClH:16]. No catalyst specified. The product is [Cl:8][C:5]1[N:6]=[CH:7][C:2]([S:13]([Cl:16])(=[O:15])=[O:14])=[CH:3][CH:4]=1. The yield is 0.580. (6) The reactants are [NH:1]1[CH2:8][CH2:7][CH2:6][CH2:5][CH2:4][CH2:3][CH2:2]1.C(N(CC)CC)C.Br[CH2:17][CH2:18][O:19][Si:20]([C:23]([CH3:26])([CH3:25])[CH3:24])([CH3:22])[CH3:21]. The catalyst is C(Cl)Cl. The product is [Si:20]([O:19][CH2:18][CH2:17][N:1]1[CH2:8][CH2:7][CH2:6][CH2:5][CH2:4][CH2:3][CH2:2]1)([C:23]([CH3:26])([CH3:25])[CH3:24])([CH3:22])[CH3:21]. The yield is 0.880. (7) The reactants are [OH:1][C:2]1[CH:3]=[CH:4][C:5]([C:8]([O:10][CH3:11])=[O:9])=[N:6][CH:7]=1.C(=O)([O-])[O-].[K+].[K+].FC(F)(F)S(O[CH2:24][C:25]([F:30])([F:29])[CH:26]([F:28])[F:27])(=O)=O. The catalyst is CC(C)=O.CN(C=O)C.C(OCC)(=O)C.[NH4+].[Cl-]. The yield is 0.660. The product is [F:29][C:25]([F:30])([CH:26]([F:28])[F:27])[CH2:24][O:1][C:2]1[CH:3]=[CH:4][C:5]([C:8]([O:10][CH3:11])=[O:9])=[N:6][CH:7]=1. (8) The catalyst is CN(C=O)C. The yield is 0.370. The reactants are [OH:1][C:2]1[C:9]([O:10][CH3:11])=[CH:8][C:5]([CH:6]=[O:7])=[CH:4][C:3]=1[O:12][CH3:13].C([O-])([O-])=O.[Cs+].[Cs+].Br[CH2:21][CH:22]([CH2:25][CH3:26])[CH2:23][CH3:24].O. The product is [CH2:23]([CH:22]([CH2:25][CH3:26])[CH2:21][O:1][C:2]1[C:3]([O:12][CH3:13])=[CH:4][C:5]([CH:6]=[O:7])=[CH:8][C:9]=1[O:10][CH3:11])[CH3:24]. (9) The reactants are [Br:1]N1C(=O)CCC1=O.C1(P(C2C=CC=CC=2)C2C=CC=CC=2)C=CC=CC=1.[CH3:28][O:29][C:30]1[CH:31]=[C:32]([CH2:36][O:37][CH2:38][CH2:39]O)[CH:33]=[CH:34][CH:35]=1. The catalyst is C(Cl)Cl.[Al]. The product is [Br:1][CH2:39][CH2:38][O:37][CH2:36][C:32]1[CH:33]=[CH:34][CH:35]=[C:30]([O:29][CH3:28])[CH:31]=1. The yield is 0.500.